This data is from CYP3A4 inhibition data for predicting drug metabolism from PubChem BioAssay. The task is: Regression/Classification. Given a drug SMILES string, predict its absorption, distribution, metabolism, or excretion properties. Task type varies by dataset: regression for continuous measurements (e.g., permeability, clearance, half-life) or binary classification for categorical outcomes (e.g., BBB penetration, CYP inhibition). Dataset: cyp3a4_veith. (1) The compound is Cc1cccc(OCC(=O)N2CCC(N3CCCCCC3)CC2)c1. The result is 0 (non-inhibitor). (2) The drug is COC(=O)[C@@]1(Cc2ccc(OC)cc2)[C@H]2c3cc(C(=O)N4CCCC4)n(CCF)c3C[C@H]2CN1C(=O)c1ccccc1. The result is 1 (inhibitor). (3) The molecule is COc1ccc(-n2cnnc2)cc1. The result is 0 (non-inhibitor). (4) The molecule is CCOc1ccc(NC2=NCC(=O)N2Cc2cccs2)cc1.Cl. The result is 1 (inhibitor). (5) The compound is CN1CCN(c2ncc3nc(-c4cccs4)c(=O)n(Cc4ccc(F)cc4)c3n2)CC1. The result is 1 (inhibitor).